Dataset: Full USPTO retrosynthesis dataset with 1.9M reactions from patents (1976-2016). Task: Predict the reactants needed to synthesize the given product. (1) Given the product [CH3:1][C:2]1[CH:7]=[CH:6][C:5]2[NH:8][C:10](=[O:11])[NH:9][C:4]=2[CH:3]=1, predict the reactants needed to synthesize it. The reactants are: [CH3:1][C:2]1[CH:7]=[CH:6][C:5]([NH2:8])=[C:4]([NH2:9])[CH:3]=1.[C:10](N1C=CN=C1)(N1C=CN=C1)=[O:11].C(OC(C)C)(C)C. (2) Given the product [Cl:26][C:27]1[C:36]2[C:31](=[CH:32][C:33]([S:37]([N:8]([CH2:7][C:6]3[CH:5]=[CH:4][C:3]([O:2][CH3:1])=[CH:15][CH:14]=3)[C:9]3[S:10][CH:11]=[CH:12][N:13]=3)(=[O:39])=[O:38])=[CH:34][CH:35]=2)[CH:30]=[CH:29][N:28]=1, predict the reactants needed to synthesize it. The reactants are: [CH3:1][O:2][C:3]1[CH:15]=[CH:14][C:6]([CH2:7][NH:8][C:9]2[S:10][CH:11]=[CH:12][N:13]=2)=[CH:5][CH:4]=1.C[Si]([N-][Si](C)(C)C)(C)C.[Li+].[Cl:26][C:27]1[C:36]2[C:31](=[CH:32][C:33]([S:37](OC3C(F)=C(F)C(F)=C(F)C=3F)(=[O:39])=[O:38])=[CH:34][CH:35]=2)[CH:30]=[CH:29][N:28]=1.